From a dataset of Forward reaction prediction with 1.9M reactions from USPTO patents (1976-2016). Predict the product of the given reaction. (1) The product is: [F:19][C:16]1[CH:15]=[CH:14][C:13]([O:12][C:10]([N:7]2[CH2:8][CH2:9][CH:4]([CH2:1][C:2]#[C:3][C:21]3[N:22]=[C:23]([NH2:39])[C:24]4[N:25]=[CH:26][N:27]([C:37]=4[N:38]=3)[C@@H:28]3[O:36][C@H:33]([CH2:34][OH:35])[C@@H:31]([OH:32])[C@H:29]3[OH:30])[CH2:5][CH2:6]2)=[O:11])=[CH:18][CH:17]=1. Given the reactants [CH2:1]([CH:4]1[CH2:9][CH2:8][N:7]([C:10]([O:12][C:13]2[CH:18]=[CH:17][C:16]([F:19])=[CH:15][CH:14]=2)=[O:11])[CH2:6][CH2:5]1)[C:2]#[CH:3].I[C:21]1[N:22]=[C:23]([NH2:39])[C:24]2[N:25]=[CH:26][N:27]([C:37]=2[N:38]=1)[C@@H:28]1[O:36][C@H:33]([CH2:34][OH:35])[C@@H:31]([OH:32])[C@H:29]1[OH:30], predict the reaction product. (2) Given the reactants [C:1]([C:5]1[C:10]2[CH2:11][CH2:12][O:13][C:9]=2[CH:8]=[CH:7][C:6]=1[OH:14])([CH3:4])([CH3:3])[CH3:2].CS([O-])(=O)=O.[OH-].[Na+], predict the reaction product. The product is: [C:1]([C:5]1[C:10]2[CH2:11][CH2:12][O:13][C:9]=2[C:8]([C:1]([CH3:4])([CH3:3])[CH3:2])=[CH:7][C:6]=1[OH:14])([CH3:4])([CH3:2])[CH3:3]. (3) The product is: [F:37][C:36]([F:39])([F:38])[C:34]([OH:40])=[O:35].[NH2:8][C@H:9]1[CH2:13][C@@H:12]([N:14]2[CH:22]=[N:21][C:20]3[C:15]2=[N:16][C:17]([Cl:24])=[N:18][C:19]=3[Cl:23])[C@H:11]([OH:25])[C@@H:10]1[OH:26]. Given the reactants C([N:8](C(OC(C)(C)C)=O)[C@H:9]1[CH2:13][C@@H:12]([N:14]2[CH:22]=[N:21][C:20]3[C:15]2=[N:16][C:17]([Cl:24])=[N:18][C:19]=3[Cl:23])[C@H:11]([OH:25])[C@@H:10]1[OH:26])(OC(C)(C)C)=O.[C:34]([OH:40])([C:36]([F:39])([F:38])[F:37])=[O:35], predict the reaction product. (4) Given the reactants [CH:1]1[CH:2]=[CH:3][C:4]([C@@H:7]2[N:16]([C:17]([O:19][C@@H:20]3[CH:25]4[CH2:26][CH2:27][N:22]([CH2:23][CH2:24]4)[CH2:21]3)=[O:18])[CH2:15][CH2:14][C:13]3[CH:12]=[CH:11][CH:10]=[CH:9][C:8]2=3)=[CH:5][CH:6]=1.CC(C)=O.[C:32]([OH:39])(=[O:38])[CH2:33][CH2:34][C:35]([OH:37])=[O:36], predict the reaction product. The product is: [CH:1]1[CH:6]=[CH:5][C:4]([C@@H:7]2[N:16]([C:17]([O:19][C@@H:20]3[CH:25]4[CH2:24][CH2:23][N:22]([CH2:27][CH2:26]4)[CH2:21]3)=[O:18])[CH2:15][CH2:14][C:13]3[CH:12]=[CH:11][CH:10]=[CH:9][C:8]2=3)=[CH:3][CH:2]=1.[CH2:33]([C:32]([OH:39])=[O:38])[CH2:34][C:35]([OH:37])=[O:36]. (5) Given the reactants [CH2:1]([Li])[CH2:2]CC.[C:6]1([CH3:16])[CH:11]=[CH:10][C:9](S(Cl)(=O)=O)=[CH:8][CH:7]=1.[CH2:17]1[CH2:21][O:20][CH2:19]C1, predict the reaction product. The product is: [CH2:16]([C@H:6]1[CH2:11][CH2:10][C@H:9]([CH:21]2[CH2:17][CH2:19][O:20]2)[CH2:8][CH2:7]1)[CH2:1][CH3:2]. (6) Given the reactants C1(P(C2C=CC=CC=2)C2C=CC=CC=2)C=CC=CC=1.[Cl:20][C:21]1[CH:56]=[CH:55][C:24]([CH2:25][N:26]2[CH2:31][CH2:30][CH:29]([N:32]([CH2:40][C@@:41]([OH:54])([CH3:53])[CH2:42][O:43][C:44]3[CH:49]=[C:48]([F:50])[CH:47]=[CH:46][C:45]=3[CH2:51]O)[C:33](=[O:39])[O:34][C:35]([CH3:38])([CH3:37])[CH3:36])[CH2:28][CH2:27]2)=[CH:23][CH:22]=1.[Cl:57]C(Cl)(Cl)Cl, predict the reaction product. The product is: [Cl:20][C:21]1[CH:56]=[CH:55][C:24]([CH2:25][N:26]2[CH2:27][CH2:28][CH:29]([N:32]([CH2:40][C@@:41]([OH:54])([CH3:53])[CH2:42][O:43][C:44]3[CH:49]=[C:48]([F:50])[CH:47]=[CH:46][C:45]=3[CH2:51][Cl:57])[C:33](=[O:39])[O:34][C:35]([CH3:38])([CH3:36])[CH3:37])[CH2:30][CH2:31]2)=[CH:23][CH:22]=1. (7) Given the reactants [CH3:1][O:2][C:3]1[CH:4]=[C:5]2[C:10](=[CH:11][C:12]=1[O:13][CH2:14][CH2:15][CH2:16][N:17]1[CH2:22][CH2:21][O:20][CH2:19][CH2:18]1)[N:9]=[CH:8][N:7](COC(=O)C(C)(C)C)[C:6]2=[O:31].CO.N, predict the reaction product. The product is: [CH3:1][O:2][C:3]1[CH:4]=[C:5]2[C:10](=[CH:11][C:12]=1[O:13][CH2:14][CH2:15][CH2:16][N:17]1[CH2:22][CH2:21][O:20][CH2:19][CH2:18]1)[N:9]=[CH:8][NH:7][C:6]2=[O:31].